From a dataset of Peptide-MHC class I binding affinity with 185,985 pairs from IEDB/IMGT. Regression. Given a peptide amino acid sequence and an MHC pseudo amino acid sequence, predict their binding affinity value. This is MHC class I binding data. The peptide sequence is AFRHMAREL. The MHC is HLA-B15:01 with pseudo-sequence HLA-B15:01. The binding affinity (normalized) is 0.190.